From a dataset of Full USPTO retrosynthesis dataset with 1.9M reactions from patents (1976-2016). Predict the reactants needed to synthesize the given product. (1) Given the product [C:25]([O:24][C:22]([N:9]1[CH2:10][CH2:11][C:5]2[CH:4]=[C:3]([OH:2])[CH:13]=[CH:12][C:6]=2[CH2:7][CH2:8]1)=[O:23])([CH3:28])([CH3:27])[CH3:26], predict the reactants needed to synthesize it. The reactants are: C[O:2][C:3]1[CH:13]=[CH:12][C:6]2[CH2:7][CH2:8][NH:9][CH2:10][CH2:11][C:5]=2[CH:4]=1.O.C(N(CC)CC)C.[C:22](O[C:22]([O:24][C:25]([CH3:28])([CH3:27])[CH3:26])=[O:23])([O:24][C:25]([CH3:28])([CH3:27])[CH3:26])=[O:23]. (2) Given the product [CH3:1][O:2][C:3]1[CH:4]=[CH:5][C:6]([S:9]([C:12]2[CH:13]=[CH:14][CH:15]=[CH:16][CH:17]=2)(=[O:10])=[O:11])=[CH:7][C:8]=1[S:19]([Cl:18])(=[O:21])=[O:20], predict the reactants needed to synthesize it. The reactants are: [CH3:1][O:2][C:3]1[CH:8]=[CH:7][C:6]([S:9]([C:12]2[CH:17]=[CH:16][CH:15]=[CH:14][CH:13]=2)(=[O:11])=[O:10])=[CH:5][CH:4]=1.[Cl:18][S:19](O)(=[O:21])=[O:20].Cl. (3) The reactants are: [F:1][CH:2]([F:35])[C:3]1[CH:8]=[CH:7][N:6]=[C:5]([NH:9][C:10]2[N:15]=[C:14]([C:16]3[CH:17]=[N:18][C:19]([C@@:22]([C@H:25]4[CH2:30][CH2:29][C@H:28]([C:31]([O-:33])=[O:32])[CH2:27][CH2:26]4)([OH:24])[CH3:23])=[CH:20][CH:21]=3)[CH:13]=[C:12]([CH3:34])[CH:11]=2)[CH:4]=1.[CH2:36]([O:43][C@@H:44]1[C@@H:57]([O:58][CH2:59][C:60]2[CH:65]=[CH:64][CH:63]=[CH:62][CH:61]=2)[C@H:56]([O:66][CH2:67][C:68]2[CH:73]=[CH:72][CH:71]=[CH:70][CH:69]=2)[C@@H:55]([CH2:74]O)[O:54][CH:45]1[O:46][CH2:47][C:48]1[CH:53]=[CH:52][CH:51]=[CH:50][CH:49]=1)[C:37]1[CH:42]=[CH:41][CH:40]=[CH:39][CH:38]=1.C(Cl)CCl.C(N(C(C)C)CC)(C)C. Given the product [CH2:36]([O:43][C@@H:44]1[C@@H:57]([O:58][CH2:59][C:60]2[CH:61]=[CH:62][CH:63]=[CH:64][CH:65]=2)[C@H:56]([O:66][CH2:67][C:68]2[CH:73]=[CH:72][CH:71]=[CH:70][CH:69]=2)[C@@H:55]([CH2:74][O:32][C:31]([C@H:28]2[CH2:29][CH2:30][C@H:25]([C@:22]([C:19]3[N:18]=[CH:17][C:16]([C:14]4[CH:13]=[C:12]([CH3:34])[CH:11]=[C:10]([NH:9][C:5]5[CH:4]=[C:3]([CH:2]([F:1])[F:35])[CH:8]=[CH:7][N:6]=5)[N:15]=4)=[CH:21][CH:20]=3)([OH:24])[CH3:23])[CH2:26][CH2:27]2)=[O:33])[O:54][CH:45]1[O:46][CH2:47][C:48]1[CH:49]=[CH:50][CH:51]=[CH:52][CH:53]=1)[C:37]1[CH:42]=[CH:41][CH:40]=[CH:39][CH:38]=1, predict the reactants needed to synthesize it. (4) Given the product [Cl:1][C:2]1[CH:3]=[CH:4][C:5]([C:8]2[N:12]([C:13]3[CH:18]=[CH:17][C:16]([Cl:19])=[CH:15][C:14]=3[Cl:20])[N:11]=[C:10]([CH2:21][OH:22])[C:9]=2[CH3:24])=[CH:6][CH:7]=1, predict the reactants needed to synthesize it. The reactants are: [Cl:1][C:2]1[CH:7]=[CH:6][C:5]([C:8]2[N:12]([C:13]3[CH:18]=[CH:17][C:16]([Cl:19])=[CH:15][C:14]=3[Cl:20])[N:11]=[C:10]([C:21](O)=[O:22])[C:9]=2[CH3:24])=[CH:4][CH:3]=1.B.CO. (5) Given the product [NH2:23][C:24]1[C:29]([C:10]2[CH:9]=[C:8]3[C:13](=[CH:12][CH:11]=2)[N:5]([C:3]([NH:2][CH3:1])=[O:4])[CH2:6][CH2:7]3)=[N:28][C:27]([C:31]2[CH:36]=[CH:35][C:34]([S:37](=[O:39])(=[O:38])[N:40]([CH:42]3[CH2:43][CH2:44]3)[CH3:41])=[CH:33][CH:32]=2)=[CH:26][N:25]=1, predict the reactants needed to synthesize it. The reactants are: [CH3:1][NH:2][C:3]([N:5]1[C:13]2[C:8](=[CH:9][C:10](B3OC(C)(C)C(C)(C)O3)=[CH:11][CH:12]=2)[CH2:7][CH2:6]1)=[O:4].[NH2:23][C:24]1[N:25]=[CH:26][C:27]([C:31]2[CH:36]=[CH:35][C:34]([S:37]([N:40]([CH:42]3[CH2:44][CH2:43]3)[CH3:41])(=[O:39])=[O:38])=[CH:33][CH:32]=2)=[N:28][C:29]=1Br. (6) Given the product [N+:18]([C:13]1[CH:14]=[CH:15][CH:16]=[CH:17][C:12]=1[NH2:2])([O-:20])=[O:19], predict the reactants needed to synthesize it. The reactants are: Cl.[NH2:2]O.C([O-])(=O)C.[Na+].[H][H].F[C:12]1[CH:17]=[CH:16][CH:15]=[CH:14][C:13]=1[N+:18]([O-:20])=[O:19].C(=O)([O-])[O-].[K+].[K+]. (7) Given the product [F:11][C:12]1[CH:13]=[CH:14][C:15]2=[C:16]([CH:44]=1)[O:17][CH2:18][C:19]1[CH:29]=[C:28]([CH2:30][C:31]3[N:35]4[CH:36]=[CH:37][CH:38]=[CH:39][C:34]4=[N:33][C:32]=3[CH2:40][O:41][CH3:42])[CH:27]=[CH:26][C:20]=1/[C:21]/2=[C:22](/[CH3:25])\[C:23]#[N:24], predict the reactants needed to synthesize it. The reactants are: [I-].[Na+].C[Si](C)(C)Cl.C(#N)C.[F:11][C:12]1[CH:13]=[CH:14][C:15]2=[C:16]([CH:44]=1)[O:17][CH2:18][C:19]1[CH:29]=[C:28]([CH:30](O)[C:31]3[N:35]4[CH:36]=[CH:37][CH:38]=[CH:39][C:34]4=[N:33][C:32]=3[CH2:40][O:41][CH3:42])[CH:27]=[CH:26][C:20]=1/[C:21]/2=[C:22](/[CH3:25])\[C:23]#[N:24].